This data is from Reaction yield outcomes from USPTO patents with 853,638 reactions. The task is: Predict the reaction yield, written as a fraction of the theoretical maximum amount of product (1.0 means a 100% yield; for example, 0.34 means a 34% yield). (1) The reactants are [NH2:1][C:2]1[C:3](=[O:15])[NH:4][C:5](=[O:14])[N:6]([CH2:9][CH2:10][CH2:11][CH2:12][CH3:13])[C:7]=1[NH2:8].[F:16][C:17]([F:28])([F:27])[C:18](O[C:18](=O)[C:17]([F:28])([F:27])[F:16])=O. The catalyst is CN(C=O)C. The product is [CH2:9]([N:6]1[C:7]2[N:8]=[C:18]([C:17]([F:28])([F:27])[F:16])[NH:1][C:2]=2[C:3](=[O:15])[NH:4][C:5]1=[O:14])[CH2:10][CH2:11][CH2:12][CH3:13]. The yield is 0.395. (2) The reactants are C(N(C(C)C)CC)(C)C.[Cl:10][C:11]1[CH:12]=[C:13]([CH:17]=[CH:18][C:19]=1[N+:20]([O-:22])=[O:21])[C:14]([OH:16])=O.[NH2:23][C:24]1[CH:29]=[CH:28][CH:27]=[CH:26][CH:25]=1.CN(C(ON1N=NC2C=CC=CC1=2)=[N+](C)C)C.F[P-](F)(F)(F)(F)F. The catalyst is C(#N)C. The product is [Cl:10][C:11]1[CH:12]=[C:13]([CH:17]=[CH:18][C:19]=1[N+:20]([O-:22])=[O:21])[C:14]([NH:23][C:24]1[CH:29]=[CH:28][CH:27]=[CH:26][CH:25]=1)=[O:16]. The yield is 0.490.